From a dataset of Reaction yield outcomes from USPTO patents with 853,638 reactions. Predict the reaction yield, written as a fraction of the theoretical maximum amount of product (1.0 means a 100% yield; for example, 0.34 means a 34% yield). (1) The reactants are [CH3:1][O:2][C:3]1[CH:4]=[C:5]([CH:10]=[CH:11][C:12]=1[O:13][CH2:14][CH2:15][C:16]([F:19])([F:18])[F:17])[C:6]([O:8]C)=[O:7].[OH-].[Na+].Cl. The catalyst is CO.O. The product is [CH3:1][O:2][C:3]1[CH:4]=[C:5]([CH:10]=[CH:11][C:12]=1[O:13][CH2:14][CH2:15][C:16]([F:17])([F:19])[F:18])[C:6]([OH:8])=[O:7]. The yield is 0.784. (2) The reactants are [CH:1]([C:4]1[CH:18]=[C:17]([O:19][CH3:20])[C:16]([N+:21]([O-])=O)=[CH:15][C:5]=1[O:6][C:7]1[C:8]([NH2:14])=[N:9][C:10]([NH2:13])=[N:11][CH:12]=1)([CH3:3])[CH3:2].CC(O)=O. The catalyst is CCO.[Pd]. The product is [NH2:21][C:16]1[C:17]([O:19][CH3:20])=[CH:18][C:4]([CH:1]([CH3:3])[CH3:2])=[C:5]([CH:15]=1)[O:6][C:7]1[C:8]([NH2:14])=[N:9][C:10]([NH2:13])=[N:11][CH:12]=1. The yield is 0.820.